From a dataset of P-glycoprotein inhibition data for predicting drug efflux from Broccatelli et al.. Regression/Classification. Given a drug SMILES string, predict its absorption, distribution, metabolism, or excretion properties. Task type varies by dataset: regression for continuous measurements (e.g., permeability, clearance, half-life) or binary classification for categorical outcomes (e.g., BBB penetration, CYP inhibition). Dataset: pgp_broccatelli. (1) The molecule is COc1ccc2c(c1OC)C(=O)O[C@@H]2[C@H]1c2cc3c(cc2CCN1C)OCO3. The result is 1 (inhibitor). (2) The drug is ClC1(Cl)C2(Cl)C3(Cl)C4(Cl)C(Cl)(Cl)C5(Cl)C3(Cl)C1(Cl)C5(Cl)C24Cl. The result is 0 (non-inhibitor). (3) The drug is CC(=O)S[C@@H]1CC2=CC(=O)CC[C@@]2(C)[C@@H]2CC[C@@]3(C)[C@H](CC[C@]34CCC(=O)O4)[C@H]12. The result is 1 (inhibitor). (4) The compound is CCC(C)(C)C(=O)O[C@H]1C[C@H](C)C=C2C=C[C@@H](C)[C@H](CC[C@@H]3C[C@H](O)CC(=O)O3)[C@H]21. The result is 1 (inhibitor). (5) The drug is CCC[C@@H]1CO[C@@](Cn2cncn2)(c2ccc(Cl)cc2Cl)O1. The result is 0 (non-inhibitor).